Dataset: Catalyst prediction with 721,799 reactions and 888 catalyst types from USPTO. Task: Predict which catalyst facilitates the given reaction. (1) Reactant: [CH3:1][C:2]1[S:3][C:4]2[C:10](=O)[C:9](=[CH:12]N3CCOCC3)[CH2:8][CH2:7][C:5]=2[N:6]=1.[N+]([O-])(O)=O.[N:23]1([C:29]2[CH:34]=[CH:33][C:32]([NH:35][C:36]([NH2:38])=[NH:37])=[CH:31][CH:30]=2)[CH2:28][CH2:27][O:26][CH2:25][CH2:24]1.[OH-].[Na+]. Product: [CH3:1][C:2]1[S:3][C:4]2[C:10]3[N:38]=[C:36]([NH:35][C:32]4[CH:31]=[CH:30][C:29]([N:23]5[CH2:28][CH2:27][O:26][CH2:25][CH2:24]5)=[CH:34][CH:33]=4)[N:37]=[CH:12][C:9]=3[CH2:8][CH2:7][C:5]=2[N:6]=1. The catalyst class is: 141. (2) Reactant: [OH:1][C:2]1[CH:9]=[CH:8][C:5]([CH2:6][OH:7])=[CH:4][CH:3]=1.[CH3:10][CH:11]([CH3:21])[CH2:12][CH2:13][CH2:14][CH2:15][CH2:16][CH2:17][C:18](O)=[O:19].O. Product: [CH3:10][CH:11]([CH3:21])[CH2:12][CH2:13][CH2:14][CH2:15][CH2:16][CH2:17][C:18]([O:7][CH2:6][C:5]1[CH:8]=[CH:9][C:2]([OH:1])=[CH:3][CH:4]=1)=[O:19]. The catalyst class is: 81. (3) Reactant: [NH2:1][CH:2]([CH2:12][C:13]1[CH:18]=[CH:17][CH:16]=[C:15]([O:19][C:20]([F:25])([F:24])[CH:21]([F:23])[F:22])[CH:14]=1)[CH:3]([C:5]1[CH:10]=[CH:9][CH:8]=[C:7]([F:11])[CH:6]=1)[OH:4].[C:26]1([C:37](O)=[O:38])[CH:27]=[CH:28][CH:29]=[C:30]2[CH2:36][CH2:35][CH2:34][CH:33]=[CH:32][C:31]=12.Cl.C(N=C=NCCCN(C)C)C.O.ON1C2C=CC=CC=2N=N1. Product: [F:11][C:7]1[CH:6]=[C:5]([CH:3]([OH:4])[CH:2]([NH:1][C:37]([C:26]2[CH:27]=[CH:28][CH:29]=[C:30]3[CH2:36][CH2:35][CH2:34][CH:33]=[CH:32][C:31]=23)=[O:38])[CH2:12][C:13]2[CH:18]=[CH:17][CH:16]=[C:15]([O:19][C:20]([F:25])([F:24])[CH:21]([F:23])[F:22])[CH:14]=2)[CH:10]=[CH:9][CH:8]=1. The catalyst class is: 47.